From a dataset of Reaction yield outcomes from USPTO patents with 853,638 reactions. Predict the reaction yield, written as a fraction of the theoretical maximum amount of product (1.0 means a 100% yield; for example, 0.34 means a 34% yield). The reactants are [C:1]([C:3]1[CH:8]=[CH:7][CH:6]=[CH:5][C:4]=1[C:9]1[CH:14]=[CH:13][C:12]([CH2:15][CH:16]([C:22](=O)[CH2:23][CH2:24][CH3:25])[C:17](OCC)=[O:18])=[CH:11][C:10]=1[CH3:27])#[N:2].[O:28]1[C:32]2([CH2:37][CH2:36][CH:35]([NH:38][C:39]3[NH:43][N:42]=[C:41]([CH3:44])[N:40]=3)[CH2:34][CH2:33]2)[O:31][CH2:30][CH2:29]1.N12CCCN=C1CCCCC2.C(N(CC)C1C=CC=CC=1)C. The catalyst is Cl. The product is [O:28]1[C:32]2([CH2:33][CH2:34][CH:35]([N:38]3[C:17](=[O:18])[C:16]([CH2:15][C:12]4[CH:13]=[CH:14][C:9]([C:4]5[C:3]([C:1]#[N:2])=[CH:8][CH:7]=[CH:6][CH:5]=5)=[C:10]([CH3:27])[CH:11]=4)=[C:22]([CH2:23][CH2:24][CH3:25])[N:43]4[N:42]=[C:41]([CH3:44])[N:40]=[C:39]34)[CH2:36][CH2:37]2)[O:31][CH2:30][CH2:29]1. The yield is 0.530.